From a dataset of TCR-epitope binding with 47,182 pairs between 192 epitopes and 23,139 TCRs. Binary Classification. Given a T-cell receptor sequence (or CDR3 region) and an epitope sequence, predict whether binding occurs between them. (1) Result: 0 (the TCR does not bind to the epitope). The TCR CDR3 sequence is CASSFLVGKDEQYF. The epitope is LLSAGIFGA. (2) The epitope is ARMILMTHF. The TCR CDR3 sequence is CASSFRLAVKNEQFF. Result: 0 (the TCR does not bind to the epitope). (3) The TCR CDR3 sequence is CSASRRRENLILLRNEQFF. The epitope is LEPLVDLPI. Result: 1 (the TCR binds to the epitope). (4) The epitope is YFPLQSYGF. The TCR CDR3 sequence is CASSPIGGGGTDTQYF. Result: 1 (the TCR binds to the epitope). (5) The epitope is NLVPMVATV. The TCR CDR3 sequence is CASSLSPTPYEQYF. Result: 1 (the TCR binds to the epitope). (6) The epitope is IPIQASLPF. The TCR CDR3 sequence is CASSPGLSYEQYF. Result: 1 (the TCR binds to the epitope). (7) The epitope is LLLGIGILV. The TCR CDR3 sequence is CAISESNKGTPGYTF. Result: 0 (the TCR does not bind to the epitope).